This data is from Catalyst prediction with 721,799 reactions and 888 catalyst types from USPTO. The task is: Predict which catalyst facilitates the given reaction. Reactant: [Si]([O:8][CH2:9][CH2:10][CH2:11][N:12]1[C:20](=[O:21])[C:19]2[N:18]([CH2:22][C:23]3[CH:28]=[CH:27][C:26]([Cl:29])=[CH:25][CH:24]=3)[C:17]([CH:30]([OH:32])[CH3:31])=[N:16][C:15]=2[N:14]([CH3:33])[C:13]1=[O:34])(C(C)(C)C)(C)C.Cl. Product: [Cl:29][C:26]1[CH:25]=[CH:24][C:23]([CH2:22][N:18]2[C:19]3[C:20](=[O:21])[N:12]([CH2:11][CH2:10][CH2:9][OH:8])[C:13](=[O:34])[N:14]([CH3:33])[C:15]=3[N:16]=[C:17]2[CH:30]([OH:32])[CH3:31])=[CH:28][CH:27]=1. The catalyst class is: 40.